Task: Predict the reaction yield, written as a fraction of the theoretical maximum amount of product (1.0 means a 100% yield; for example, 0.34 means a 34% yield).. Dataset: Reaction yield outcomes from USPTO patents with 853,638 reactions (1) The yield is 0.920. The reactants are [CH2:1]([C:5]1=[CH:6][N:7]([C:29]([CH3:32])([CH3:31])[CH3:30])[S:8]/[C:9]/1=[N:10]\[C:11]([C:13]1[CH:14]=[C:15]([NH:21]C(=O)OC(C)(C)C)[CH:16]=[CH:17][C:18]=1[O:19][CH3:20])=[O:12])[CH2:2][CH2:3][CH3:4].C(O)(C(F)(F)F)=O. No catalyst specified. The product is [NH2:21][C:15]1[CH:16]=[CH:17][C:18]([O:19][CH3:20])=[C:13]([CH:14]=1)[C:11](/[N:10]=[C:9]1/[C:5]([CH2:1][CH2:2][CH2:3][CH3:4])=[CH:6][N:7]([C:29]([CH3:31])([CH3:32])[CH3:30])[S:8]/1)=[O:12]. (2) The reactants are [F:1][C:2]([F:40])([F:39])[CH:3]([CH:28](C(OCC)=O)[C:29]([O:31]CC)=[O:30])[NH:4][C:5]1[CH:10]=[CH:9][C:8]([O:11][C:12]2[CH:17]=[CH:16][N:15]=[C:14]3[CH:18]=[C:19]([C:21]4[N:22]=[CH:23][N:24]([CH3:26])[CH:25]=4)[S:20][C:13]=23)=[C:7]([F:27])[CH:6]=1.[OH-].[Na+]. The catalyst is O.C(O)C. The product is [F:40][C:2]([F:1])([F:39])[CH:3]([NH:4][C:5]1[CH:10]=[CH:9][C:8]([O:11][C:12]2[CH:17]=[CH:16][N:15]=[C:14]3[CH:18]=[C:19]([C:21]4[N:22]=[CH:23][N:24]([CH3:26])[CH:25]=4)[S:20][C:13]=23)=[C:7]([F:27])[CH:6]=1)[CH2:28][C:29]([OH:31])=[O:30]. The yield is 0.370.